From a dataset of Forward reaction prediction with 1.9M reactions from USPTO patents (1976-2016). Predict the product of the given reaction. (1) Given the reactants [N:1]1[CH:6]=[CH:5][CH:4]=[C:3]([CH2:7][CH2:8][NH:9][C:10]([C:12]2[N:13]([CH:32]([CH3:34])[CH3:33])[C:14]([CH2:30]O)=[C:15]([C:23]3[CH:28]=[CH:27][C:26]([F:29])=[CH:25][CH:24]=3)[C:16]=2[C:17]2[CH:22]=[CH:21][CH:20]=[CH:19][CH:18]=2)=[O:11])[CH:2]=1.[BrH:35].[C:36]1([P:42]([C:49]2[CH:54]=[CH:53][CH:52]=[CH:51][CH:50]=2)[C:43]2[CH:48]=[CH:47][CH:46]=[CH:45][CH:44]=2)[CH:41]=[CH:40][CH:39]=[CH:38][CH:37]=1, predict the reaction product. The product is: [Br-:35].[F:29][C:26]1[CH:27]=[CH:28][C:23]([C:15]2[C:16]([C:17]3[CH:18]=[CH:19][CH:20]=[CH:21][CH:22]=3)=[C:12]([C:10](=[O:11])[NH:9][CH2:8][CH2:7][C:3]3[CH:2]=[N:1][CH:6]=[CH:5][CH:4]=3)[N:13]([CH:32]([CH3:33])[CH3:34])[C:14]=2[CH2:30][P+:42]([C:36]2[CH:37]=[CH:38][CH:39]=[CH:40][CH:41]=2)([C:43]2[CH:48]=[CH:47][CH:46]=[CH:45][CH:44]=2)[C:49]2[CH:50]=[CH:51][CH:52]=[CH:53][CH:54]=2)=[CH:24][CH:25]=1. (2) Given the reactants C([C:3]1[NH:4][C:5]2[C:10]([CH:11]=1)=[C:9](OS(C(F)(F)F)(=O)=O)[CH:8]=[CH:7][CH:6]=2)#N.[B:20]1([B:20]2[O:24][C:23]([CH3:26])([CH3:25])[C:22]([CH3:28])([CH3:27])[O:21]2)[O:24][C:23]([CH3:26])([CH3:25])[C:22]([CH3:28])([CH3:27])[O:21]1.C([O-])(=O)C.[K+], predict the reaction product. The product is: [CH3:27][C:22]1([CH3:28])[C:23]([CH3:26])([CH3:25])[O:24][B:20]([C:9]2[CH:8]=[CH:7][CH:6]=[C:5]3[C:10]=2[CH:11]=[CH:3][NH:4]3)[O:21]1. (3) Given the reactants [Cl:1][C:2]1[C:10]([CH3:11])=[C:9]([F:12])[CH:8]=[CH:7][C:3]=1[C:4]([NH2:6])=O.N1C=CC=CC=1.C(Cl)(=O)C(Cl)=O.C(OCC)(=O)C.O, predict the reaction product. The product is: [Cl:1][C:2]1[C:10]([CH3:11])=[C:9]([F:12])[CH:8]=[CH:7][C:3]=1[C:4]#[N:6].